This data is from Full USPTO retrosynthesis dataset with 1.9M reactions from patents (1976-2016). The task is: Predict the reactants needed to synthesize the given product. The reactants are: [CH3:1][O:2][C:3](=[O:11])[C@@H:4]([N:8]=[C:9]=[O:10])[CH:5]([CH3:7])[CH3:6].[CH3:12][O:13][C:14]1[CH:19]=[C:18]([O:20][CH3:21])[CH:17]=[CH:16][C:15]=1[CH2:22][NH2:23].CCN(CC)CC. Given the product [CH3:12][O:13][C:14]1[CH:19]=[C:18]([O:20][CH3:21])[CH:17]=[CH:16][C:15]=1[CH2:22][NH:23][C:9](=[O:10])[NH:8][C@@H:4]([CH:5]([CH3:7])[CH3:6])[C:3]([O:2][CH3:1])=[O:11], predict the reactants needed to synthesize it.